Predict which catalyst facilitates the given reaction. From a dataset of Catalyst prediction with 721,799 reactions and 888 catalyst types from USPTO. (1) Reactant: [CH3:1][C:2]1[C:6](B(O)O)=[C:5]([CH3:10])[NH:4][N:3]=1.[CH:11]1([C:14]2[NH:18][C:17]3[CH:19]=[C:20]([C:24]4[C:25]([CH3:30])=[N:26][O:27][C:28]=4[CH3:29])[CH:21]=[C:22](I)[C:16]=3[N:15]=2)[CH2:13][CH2:12]1.C(=O)([O-])[O-].[Cs+].[Cs+]. Product: [CH:11]1([C:14]2[NH:18][C:17]3[CH:19]=[C:20]([C:24]4[C:25]([CH3:30])=[N:26][O:27][C:28]=4[CH3:29])[CH:21]=[C:22]([C:6]4[C:5]([CH3:10])=[N:4][NH:3][C:2]=4[CH3:1])[C:16]=3[N:15]=2)[CH2:13][CH2:12]1. The catalyst class is: 149. (2) Reactant: [BH4-].[Na+].[CH3:3][C:4]1[NH:8][N:7]=[C:6]([NH:9][C:10]2[C:19]3[C:14](=[CH:15][CH:16]=[CH:17][CH:18]=3)[C:13](=[O:20])[N:12]([CH2:21][C:22](=[O:29])[C:23]3[CH:28]=[CH:27][CH:26]=[CH:25][CH:24]=3)[N:11]=2)[CH:5]=1. Product: [OH:29][CH:22]([C:23]1[CH:24]=[CH:25][CH:26]=[CH:27][CH:28]=1)[CH2:21][N:12]1[N:11]=[C:10]([NH:9][C:6]2[CH:5]=[C:4]([CH3:3])[NH:8][N:7]=2)[C:19]2[C:14](=[CH:15][CH:16]=[CH:17][CH:18]=2)[C:13]1=[O:20]. The catalyst class is: 7. (3) Reactant: [CH3:1][O:2][C:3]1[CH:11]=[CH:10][C:6]([CH2:7][CH2:8][NH2:9])=[CH:5][CH:4]=1.[F:12][C:13]([F:24])([F:23])[C:14](O[C:14](=[O:15])[C:13]([F:24])([F:23])[F:12])=[O:15].[NH4+].[Cl-]. Product: [F:12][C:13]([F:24])([F:23])[C:14]([NH:9][CH2:8][CH2:7][C:6]1[CH:10]=[CH:11][C:3]([O:2][CH3:1])=[CH:4][CH:5]=1)=[O:15]. The catalyst class is: 2. (4) Reactant: [Cl-].[NH4+].[O:3]1[C:7]2[CH:8]=[CH:9][C:10]([CH2:12][N:13]3[CH2:18][CH2:17][CH:16]([NH:19][C:20]4[C:29]5[C:24](=[CH:25][CH:26]=[C:27]([Cl:30])[CH:28]=5)[O:23][C:22](=[O:31])[C:21]=4[N+:32]([O-])=O)[CH2:15][CH2:14]3)=[CH:11][C:6]=2[O:5][CH2:4]1.[CH2:35]([OH:37])[CH3:36]. Product: [O:3]1[C:7]2[CH:8]=[CH:9][C:10]([CH2:12][N:13]3[CH2:18][CH2:17][CH:16]([NH:19][C:20]4[C:29]5[C:24](=[CH:25][CH:26]=[C:27]([Cl:30])[CH:28]=5)[O:23][C:22](=[O:31])[C:21]=4[NH:32][C:35](=[O:37])[CH3:36])[CH2:15][CH2:14]3)=[CH:11][C:6]=2[O:5][CH2:4]1. The catalyst class is: 693. (5) Reactant: [C:1]([C:3]1[CH:8]=[CH:7][C:6]([N:9]2[C:13](=[O:14])[C:12]([CH3:16])([CH3:15])[N:11]([C:17]3[CH:22]=[CH:21][C:20]([CH2:23][CH2:24][CH2:25][C:26]([NH:28][CH2:29][CH2:30][O:31][CH2:32][CH2:33][O:34][CH2:35][C:36]([O:38]CC)=[O:37])=[O:27])=[CH:19][CH:18]=3)[C:10]2=[S:41])=[CH:5][C:4]=1[C:42]([F:45])([F:44])[F:43])#[N:2].[OH-].[Na+]. The catalyst class is: 24. Product: [C:1]([C:3]1[CH:8]=[CH:7][C:6]([N:9]2[C:13](=[O:14])[C:12]([CH3:16])([CH3:15])[N:11]([C:17]3[CH:22]=[CH:21][C:20]([CH2:23][CH2:24][CH2:25][C:26]([NH:28][CH2:29][CH2:30][O:31][CH2:32][CH2:33][O:34][CH2:35][C:36]([OH:38])=[O:37])=[O:27])=[CH:19][CH:18]=3)[C:10]2=[S:41])=[CH:5][C:4]=1[C:42]([F:43])([F:45])[F:44])#[N:2]. (6) Reactant: [Cl:1][C:2]1[CH:3]=[CH:4][C:5]([S:31]([CH2:34][CH3:35])(=[O:33])=[O:32])=[C:6]([CH:30]=1)[NH:7][N:8]1[C:17](=[O:18])[C:16]2[C:11](=[CH:12][C:13]([CH2:23][N:24]3[CH2:29][CH2:28][NH:27][CH2:26][CH2:25]3)=[C:14]([C:19]([F:22])([F:21])[F:20])[CH:15]=2)[N:10]=[CH:9]1.[CH2:36]=O. Product: [Cl:1][C:2]1[CH:3]=[CH:4][C:5]([S:31]([CH2:34][CH3:35])(=[O:32])=[O:33])=[C:6]([CH:30]=1)[NH:7][N:8]1[C:17](=[O:18])[C:16]2[C:11](=[CH:12][C:13]([CH2:23][N:24]3[CH2:25][CH2:26][N:27]([CH3:36])[CH2:28][CH2:29]3)=[C:14]([C:19]([F:22])([F:21])[F:20])[CH:15]=2)[N:10]=[CH:9]1. The catalyst class is: 106. (7) Reactant: [N:1]12[CH2:8][CH2:7][CH:4]([CH2:5][CH2:6]1)[CH:3]([O:9][C:10]1[CH:15]=[CH:14][C:13]([C:16]3[NH:17][C:18]4[C:23]([CH:24]=3)=[CH:22][CH:21]=[CH:20][CH:19]=4)=[CH:12][CH:11]=1)[CH2:2]2.[C:25]([OH:32])(=[O:31])/[CH:26]=[CH:27]/[C:28]([OH:30])=[O:29]. Product: [C:25]([OH:32])(=[O:31])/[CH:26]=[CH:27]/[C:28]([OH:30])=[O:29].[N:1]12[CH2:8][CH2:7][CH:4]([CH2:5][CH2:6]1)[CH:3]([O:9][C:10]1[CH:15]=[CH:14][C:13]([C:16]3[NH:17][C:18]4[C:23]([CH:24]=3)=[CH:22][CH:21]=[CH:20][CH:19]=4)=[CH:12][CH:11]=1)[CH2:2]2. The catalyst class is: 871. (8) The catalyst class is: 7. Product: [Br:1][CH:2]1[CH2:17][CH2:18][CH2:19][N:5]([C:6]2[CH:7]=[N:8][N:9]([C:11]3[CH:12]=[N:13][CH:14]=[CH:15][CH:16]=3)[CH:10]=2)[C:3]1=[O:4]. Reactant: [Br:1][CH:2]([CH2:17][CH2:18][CH2:19]Br)[C:3]([NH:5][C:6]1[CH:7]=[N:8][N:9]([C:11]2[CH:12]=[N:13][CH:14]=[CH:15][CH:16]=2)[CH:10]=1)=[O:4].[H-].[Na+].[Cl-].[NH4+]. (9) Reactant: [CH3:1][C:2]1[CH:3]=[CH:4][C:5]([O:15][CH2:16][C:17]2[CH:22]=[CH:21][C:20]([F:23])=[CH:19][CH:18]=2)=[C:6]([C:8](=O)[CH2:9][CH2:10][C:11](=O)[CH3:12])[CH:7]=1.[CH3:24][O:25][C:26](=[O:38])[C:27]1[CH:32]=[CH:31][C:30](N)=[CH:29][C:28]=1[O:34][CH:35]([F:37])[F:36].CC1C=CC(S(O)(=O)=O)=CC=1.C[N:51]1C(=O)CCC1. Product: [CH3:24][O:25][C:26](=[O:38])[C:27]1[C:28]([O:34][CH:35]([F:37])[F:36])=[CH:29][CH:30]=[C:31]([N:51]2[C:11]([CH3:12])=[CH:10][CH:9]=[C:8]2[C:6]2[CH:7]=[C:2]([CH3:1])[CH:3]=[CH:4][C:5]=2[O:15][CH2:16][C:17]2[CH:22]=[CH:21][C:20]([F:23])=[CH:19][CH:18]=2)[CH:32]=1. The catalyst class is: 28.